From a dataset of Reaction yield outcomes from USPTO patents with 853,638 reactions. Predict the reaction yield, written as a fraction of the theoretical maximum amount of product (1.0 means a 100% yield; for example, 0.34 means a 34% yield). (1) The reactants are [N:1]([O-:3])=[O:2].[Na+].[CH:5]1([C:8]2[C:17]3[C:12](=[CH:13][CH:14]=[CH:15][CH:16]=3)[CH:11]=[CH:10][CH:9]=2)[CH2:7][CH2:6]1.O. The catalyst is C(OCC)(=O)C. The product is [CH:5]1([C:8]2[C:17]3[C:12](=[CH:13][CH:14]=[CH:15][CH:16]=3)[C:11]([N+:1]([O-:3])=[O:2])=[CH:10][CH:9]=2)[CH2:7][CH2:6]1. The yield is 0.640. (2) The reactants are [Br:1][C:2]1[CH:10]=[C:9]2[C:5]([CH2:6][C:7]3([CH2:16][CH2:15][C:14](F)(F)[CH2:13][CH2:12]3)[C:8]2=[O:11])=[CH:4][CH:3]=1.C([O-])([O-])=[O:20].[Cs+].[Cs+]. No catalyst specified. The product is [Br:1][C:2]1[CH:10]=[C:9]2[C:5]([CH2:6][C:7]3([CH2:16][CH2:15][C:14](=[O:20])[CH2:13][CH2:12]3)[C:8]2=[O:11])=[CH:4][CH:3]=1. The yield is 0.530. (3) The catalyst is [OH-].[Na+].CO. The product is [CH3:17][N:6]1[C:7]2[C:15](=[CH:14][CH:13]=[C:12]3[C:8]=2[CH:9]=[N:10][NH:11]3)[CH:16]=[C:5]1[C:3]([OH:4])=[O:2]. The reactants are C[O:2][C:3]([C:5]1[N:6]([CH3:17])[C:7]2[C:15]([CH:16]=1)=[CH:14][CH:13]=[C:12]1[C:8]=2[CH:9]=[N:10][NH:11]1)=[O:4]. The yield is 0.970. (4) The reactants are [CH3:1][N:2]1[C:6]([Sn](CCCC)(CCCC)CCCC)=[CH:5][N:4]=[N:3]1.Br[C:21]1[CH:22]=[C:23]([C:27]([O:29][CH3:30])=[O:28])[S:24][C:25]=1[Cl:26].C(N(CC)CC)C. The catalyst is Cl[Pd](Cl)([P](C1C=CC=CC=1)(C1C=CC=CC=1)C1C=CC=CC=1)[P](C1C=CC=CC=1)(C1C=CC=CC=1)C1C=CC=CC=1.C1(C)C=CC=CC=1. The product is [Cl:26][C:25]1[S:24][C:23]([C:27]([O:29][CH3:30])=[O:28])=[CH:22][C:21]=1[C:6]1[N:2]([CH3:1])[N:3]=[N:4][CH:5]=1. The yield is 0.320. (5) The reactants are C1(P(C2C=CC=CC=2)C2C=CC=CC=2)C=CC=CC=1.N(C(OCC)=O)=NC(OCC)=O.[OH:32][C@@H:33]([CH3:41])[C:34]([O:36][C:37]([CH3:40])([CH3:39])[CH3:38])=[O:35].[NH2:42][C:43]1[N:48]=[CH:47][C:46]([C:49]2[CH:54]=[CH:53][C:52](O)=[C:51]([F:56])[CH:50]=2)=[CH:45][N:44]=1. The catalyst is O1CCCC1. The product is [NH2:42][C:43]1[N:48]=[CH:47][C:46]([C:49]2[CH:54]=[CH:53][C:52]([O:32][CH:33]([CH3:41])[C:34]([O:36][C:37]([CH3:40])([CH3:39])[CH3:38])=[O:35])=[C:51]([F:56])[CH:50]=2)=[CH:45][N:44]=1. The yield is 0.720. (6) The reactants are CC[N:3]([CH:7]([CH3:9])C)[CH:4]([CH3:6])C.[Cl:10][C:11]1[N:16]=[C:15](Cl)[C:14]([C:18]([NH:20][CH:21]2[CH:28]3[CH2:29][CH:24]4[CH2:25][C:26]([OH:31])([CH2:30][CH:22]2[CH2:23]4)[CH2:27]3)=[O:19])=[CH:13][N:12]=1.N1CCCC1. The catalyst is C(#N)CCC.CCOC(C)=O. The product is [Cl:10][C:11]1[N:16]=[C:15]([N:3]2[CH2:4][CH2:6][CH2:9][CH2:7]2)[C:14]([C:18]([NH:20][CH:21]2[CH:28]3[CH2:29][CH:24]4[CH2:25][C:26]([OH:31])([CH2:30][CH:22]2[CH2:23]4)[CH2:27]3)=[O:19])=[CH:13][N:12]=1. The yield is 0.540. (7) The reactants are [C:1]([NH:8][CH2:9][C:10]([OH:12])=[O:11])([O:3][C:4]([CH3:7])([CH3:6])[CH3:5])=[O:2].C(N(CC)CC)C.[CH2:20]([OH:27])[C:21]([NH2:26])([CH2:24][OH:25])[CH2:22][OH:23].Cl.[OH:29][C:30]([CH:32]([C:34]1[CH:47]=[CH:46][CH:45]=[C:36]([C:37]([C:39]2[CH:44]=[CH:43][CH:42]=[CH:41][CH:40]=2)=[O:38])[CH:35]=1)[CH3:33])=[O:31].C(OCC)(=O)C. The catalyst is C(Cl)(Cl)Cl. The product is [C:1]([NH:8][CH2:9][C:10]([OH:12])=[O:11])([O:3][C:4]([CH3:6])([CH3:7])[CH3:5])=[O:2].[CH2:20]([OH:27])[C:21]([NH2:26])([CH2:24][OH:25])[CH2:22][OH:23].[OH:31][C:30]([CH:32]([C:34]1[CH:47]=[CH:46][CH:45]=[C:36]([C:37]([C:39]2[CH:40]=[CH:41][CH:42]=[CH:43][CH:44]=2)=[O:38])[CH:35]=1)[CH3:33])=[O:29]. The yield is 0.550. (8) The reactants are [F:1][CH:2]([F:15])[C:3]1[NH:7][C:6]2[CH:8]=[CH:9][CH:10]=[C:11]([O:12][CH2:13][CH3:14])[C:5]=2[N:4]=1.[Cl:16][C:17]1[N:22]=[C:21](Cl)[N:20]=[C:19]([N:24]2[CH2:29][CH2:28][O:27][CH2:26][CH2:25]2)[N:18]=1.C([O-])([O-])=O.[K+].[K+]. The catalyst is CN(C=O)C.O. The product is [Cl:16][C:17]1[N:18]=[C:19]([N:24]2[CH2:25][CH2:26][O:27][CH2:28][CH2:29]2)[N:20]=[C:21]([N:7]2[C:6]3[CH:8]=[CH:9][CH:10]=[C:11]([O:12][CH2:13][CH3:14])[C:5]=3[N:4]=[C:3]2[CH:2]([F:1])[F:15])[N:22]=1. The yield is 0.900. (9) The reactants are Br[C:2]1[C:7](=[O:8])[N:6]([CH2:9][C:10]2[CH:15]=[CH:14][C:13]([C:16]3[C:17]([C:22]#[N:23])=[CH:18][CH:19]=[CH:20][CH:21]=3)=[CH:12][C:11]=2[F:24])[C:5]([CH2:25][CH2:26][CH3:27])=[N:4][C:3]=1[CH3:28].[CH:29]([O:32][C:33]1[N:38]=[CH:37][C:36](B(O)O)=[CH:35][CH:34]=1)([CH3:31])[CH3:30].C(=O)([O-])[O-].[Cs+].[Cs+].O1CCOCC1. The catalyst is C(OCC)(=O)C.C1C=CC(P(C2C=CC=CC=2)[C-]2C=CC=C2)=CC=1.C1C=CC(P(C2C=CC=CC=2)[C-]2C=CC=C2)=CC=1.Cl[Pd]Cl.[Fe+2].ClCCl. The product is [F:24][C:11]1[CH:12]=[C:13]([C:16]2[C:17]([C:22]#[N:23])=[CH:18][CH:19]=[CH:20][CH:21]=2)[CH:14]=[CH:15][C:10]=1[CH2:9][N:6]1[C:7](=[O:8])[C:2]([C:36]2[CH:37]=[N:38][C:33]([O:32][CH:29]([CH3:31])[CH3:30])=[CH:34][CH:35]=2)=[C:3]([CH3:28])[N:4]=[C:5]1[CH2:25][CH2:26][CH3:27]. The yield is 0.910. (10) The reactants are [C:1]([CH2:4][CH2:5][C:6]1[C:10]([CH3:11])=[C:9]([CH:12]=O)[NH:8][C:7]=1[CH3:14])([OH:3])=[O:2].[CH3:15][O:16][C:17]1[CH:22]=[CH:21][C:20]([C:23]2[CH:31]=[C:30]3[C:26]([CH2:27][C:28](=[O:32])[NH:29]3)=[CH:25][CH:24]=2)=[CH:19][CH:18]=1. The catalyst is N1CCCCC1.C(O)C. The product is [CH3:15][O:16][C:17]1[CH:18]=[CH:19][C:20]([C:23]2[CH:31]=[C:30]3[C:26]([C:27](=[CH:12][C:9]4[NH:8][C:7]([CH3:14])=[C:6]([CH2:5][CH2:4][C:1]([OH:3])=[O:2])[C:10]=4[CH3:11])[C:28](=[O:32])[NH:29]3)=[CH:25][CH:24]=2)=[CH:21][CH:22]=1. The yield is 0.570.